This data is from Catalyst prediction with 721,799 reactions and 888 catalyst types from USPTO. The task is: Predict which catalyst facilitates the given reaction. Reactant: [Br:1][C:2]1[CH:9]=[CH:8][C:5]([CH:6]=[CH2:7])=[CH:4][CH:3]=1.[N+](=[CH:12][C:13]([O:15][CH2:16][CH3:17])=[O:14])=[N-]. Product: [Br:1][C:2]1[CH:9]=[CH:8][C:5]([C@H:6]2[CH2:7][C@@H:12]2[C:13]([O:15][CH2:16][CH3:17])=[O:14])=[CH:4][CH:3]=1. The catalyst class is: 237.